This data is from Full USPTO retrosynthesis dataset with 1.9M reactions from patents (1976-2016). The task is: Predict the reactants needed to synthesize the given product. (1) Given the product [CH2:1]([C@H:3]1[CH2:8][N:7]([CH:9]2[CH2:10][O:11][CH2:12]2)[CH2:6][CH2:5][N:4]1[C:13]1[CH:14]=[CH:15][C:16]([NH:19][C:20]2[C:25](=[O:26])[N:24]([CH3:27])[CH:23]=[C:22]([C:28]3[CH:29]=[CH:30][N:31]=[C:32]([N:36]4[CH:48]=[CH:47][N:39]5[C:40]6[CH2:41][CH2:42][CH2:43][CH2:44][C:45]=6[CH:46]=[C:38]5[C:37]4=[O:49])[C:33]=3[CH2:34][OH:35])[CH:21]=2)=[N:17][CH:18]=1)[CH3:2], predict the reactants needed to synthesize it. The reactants are: [CH2:1]([C@H:3]1[CH2:8][N:7]([CH:9]2[CH2:12][O:11][CH2:10]2)[CH2:6][CH2:5][N:4]1[C:13]1[CH:14]=[CH:15][C:16]([NH:19][C:20]2[C:25](=[O:26])[N:24]([CH3:27])[CH:23]=[C:22]([C:28]3[C:33]([CH:34]=[O:35])=[C:32]([N:36]4[CH:48]=[CH:47][N:39]5[C:40]6[CH2:41][CH2:42][CH2:43][CH2:44][C:45]=6[CH:46]=[C:38]5[C:37]4=[O:49])[N:31]=[CH:30][CH:29]=3)[CH:21]=2)=[N:17][CH:18]=1)[CH3:2].[BH4-].[Na+]. (2) The reactants are: [Cl:1][C:2]1[C:3]2[CH:10]=[CH:9][N:8]([C@H:11]3[C@:15]([C:17]#[CH:18])([OH:16])[C@H:14]([O:19]CC4C=CC(Cl)=CC=4Cl)[C@@H:13]([CH2:29][O:30]CC4C=CC(Cl)=CC=4Cl)[O:12]3)[C:4]=2[N:5]=[CH:6][N:7]=1.B(Cl)(Cl)Cl. Given the product [Cl:1][C:2]1[C:3]2[CH:10]=[CH:9][N:8]([C@H:11]3[C@:15]([C:17]#[CH:18])([OH:16])[C@H:14]([OH:19])[C@@H:13]([CH2:29][OH:30])[O:12]3)[C:4]=2[N:5]=[CH:6][N:7]=1, predict the reactants needed to synthesize it.